From a dataset of Peptide-MHC class I binding affinity with 185,985 pairs from IEDB/IMGT. Regression. Given a peptide amino acid sequence and an MHC pseudo amino acid sequence, predict their binding affinity value. This is MHC class I binding data. (1) The binding affinity (normalized) is 0.0847. The MHC is HLA-A11:01 with pseudo-sequence HLA-A11:01. The peptide sequence is VLYCVHQEI. (2) The peptide sequence is NRRFVNVVP. The MHC is HLA-A31:01 with pseudo-sequence HLA-A31:01. The binding affinity (normalized) is 0.0847. (3) The peptide sequence is TQLPSKPHY. The MHC is HLA-A26:03 with pseudo-sequence HLA-A26:03. The binding affinity (normalized) is 0.0847.